This data is from Catalyst prediction with 721,799 reactions and 888 catalyst types from USPTO. The task is: Predict which catalyst facilitates the given reaction. (1) Reactant: [F:1][C:2]1[C:10]2[CH2:9][CH2:8][CH2:7][CH2:6][C:5]=2[N:4]2[CH2:11][CH2:12][N:13]([C:16]3[N:23]=[CH:22][CH:21]=[C:20]([C:24]4[CH:29]=[C:28]([NH:30][C:31]5[CH:36]=[CH:35][N:34]=[CH:33][N:32]=5)[C:27](=[O:37])[N:26]([CH3:38])[N:25]=4)[C:17]=3[CH:18]=[O:19])[C:14](=[O:15])[C:3]=12.[BH4-].[Na+].CO. Product: [F:1][C:2]1[C:10]2[CH2:9][CH2:8][CH2:7][CH2:6][C:5]=2[N:4]2[CH2:11][CH2:12][N:13]([C:16]3[C:17]([CH2:18][OH:19])=[C:20]([C:24]4[CH:29]=[C:28]([NH:30][C:31]5[CH:36]=[CH:35][N:34]=[CH:33][N:32]=5)[C:27](=[O:37])[N:26]([CH3:38])[N:25]=4)[CH:21]=[CH:22][N:23]=3)[C:14](=[O:15])[C:3]=12. The catalyst class is: 6. (2) Product: [Cl:7][C:5]1[N:6]=[C:2]([N:17]2[CH2:22][CH2:21][NH:20][CH2:19][CH2:18]2)[N:3]([CH2:9][O:10][CH2:11][CH2:12][Si:13]([CH3:16])([CH3:15])[CH3:14])[C:4]=1[Cl:8]. Reactant: Br[C:2]1[N:3]([CH2:9][O:10][CH2:11][CH2:12][Si:13]([CH3:16])([CH3:15])[CH3:14])[C:4]([Cl:8])=[C:5]([Cl:7])[N:6]=1.[NH:17]1[CH2:22][CH2:21][NH:20][CH2:19][CH2:18]1. The catalyst class is: 2. (3) Reactant: [CH3:1][O:2][C:3](=[O:15])[CH2:4][CH2:5][CH2:6][CH2:7][C:8]1[CH:13]=[CH:12][CH:11]=[C:10]([NH2:14])[CH:9]=1.C(N(C(C)C)C(C)C)C.Cl[C:26]([O:28][CH2:29][CH3:30])=[O:27]. Product: [CH3:1][O:2][C:3](=[O:15])[CH2:4][CH2:5][CH2:6][CH2:7][C:8]1[CH:13]=[CH:12][CH:11]=[C:10]([NH:14][C:26]([O:28][CH2:29][CH3:30])=[O:27])[CH:9]=1. The catalyst class is: 4. (4) Reactant: [Br:1][C:2]1[CH:3]=[C:4]2[C:9](=[O:10])[NH:8][C:6](=[O:7])[C:5]2=[CH:11][CH:12]=1.[H-].[Na+].I[CH3:16]. Product: [Br:1][C:2]1[CH:3]=[C:4]2[C:5](=[CH:11][CH:12]=1)[C:6](=[O:7])[N:8]([CH3:16])[C:9]2=[O:10]. The catalyst class is: 9. (5) Reactant: [CH2:1]([O:3][C:4](=[O:27])[CH:5]([C:10]1[CH:11]=[C:12]([C:17]2[CH:22]=[CH:21][C:20]([C:23]([F:26])([F:25])[F:24])=[CH:19][CH:18]=2)[CH:13]=[C:14]([OH:16])[CH:15]=1)[CH2:6][CH:7]([CH3:9])[CH3:8])[CH3:2].C1C=CC(N([S:35]([C:38]([F:41])([F:40])[F:39])(=[O:37])=[O:36])[S:35]([C:38]([F:41])([F:40])[F:39])(=[O:37])=[O:36])=CC=1.CCN(CC)CC. Product: [CH2:1]([O:3][C:4](=[O:27])[CH:5]([C:10]1[CH:11]=[C:12]([C:17]2[CH:22]=[CH:21][C:20]([C:23]([F:24])([F:26])[F:25])=[CH:19][CH:18]=2)[CH:13]=[C:14]([O:16][S:35]([C:38]([F:41])([F:40])[F:39])(=[O:37])=[O:36])[CH:15]=1)[CH2:6][CH:7]([CH3:9])[CH3:8])[CH3:2]. The catalyst class is: 1. (6) Reactant: [CH3:1][O:2][C:3]([C:5]1[CH:10]=[CH:9][CH:8]=[CH:7][C:6]=1[NH:11][C:12]1[N:16]([C:17]2[CH:22]=[CH:21][CH:20]=[CH:19][C:18]=2[CH3:23])[N:15]=[C:14]([CH3:24])[CH:13]=1)=[O:4].[Br:25]N1C(C)(C)C(=O)N(Br)C1=O. Product: [CH3:1][O:2][C:3]([C:5]1[CH:10]=[CH:9][CH:8]=[CH:7][C:6]=1[NH:11][C:12]1[N:16]([C:17]2[CH:22]=[CH:21][CH:20]=[CH:19][C:18]=2[CH3:23])[N:15]=[C:14]([CH3:24])[C:13]=1[Br:25])=[O:4]. The catalyst class is: 4. (7) Reactant: [C:1]([C:3]1([CH2:6][OH:7])[CH2:5][CH2:4]1)#[CH:2].C(N(CC)CC)C.[CH3:15][S:16](Cl)(=[O:18])=[O:17].C(=O)(O)[O-].[Na+]. Product: [CH3:15][S:16]([O:7][CH2:6][C:3]1([C:1]#[CH:2])[CH2:5][CH2:4]1)(=[O:18])=[O:17]. The catalyst class is: 2. (8) Reactant: [Cl:1][C:2]1[CH:3]=[C:4](/[C:9](=[CH:13]\[C:14]2C=CC=CC=2)/[C:10](O)=O)[CH:5]=[CH:6][C:7]=1[OH:8].CN(C([O:27][N:28]1N=N[C:30]2[CH:31]=[CH:32][CH:33]=N[C:29]1=2)=[N+](C)C)C.F[P-](F)(F)(F)(F)F.CCN(C(C)C)C(C)C.Cl.N[OH:55]. Product: [Cl:1][C:2]1[CH:3]=[C:4]([C:9]2[CH:10]=[CH:33][C:32](/[CH:31]=[CH:30]/[C:29]([NH:28][OH:27])=[O:55])=[CH:14][CH:13]=2)[CH:5]=[CH:6][C:7]=1[OH:8]. The catalyst class is: 3. (9) Reactant: C[O:2][C:3]1[CH:4]=[C:5]([C:9]2[S:10][CH:11]=[C:12]([C:14]([F:17])([F:16])[F:15])[N:13]=2)[CH:6]=[CH:7][CH:8]=1. Product: [F:17][C:14]([F:15])([F:16])[C:12]1[N:13]=[C:9]([C:5]2[CH:4]=[C:3]([OH:2])[CH:8]=[CH:7][CH:6]=2)[S:10][CH:11]=1. The catalyst class is: 201. (10) The catalyst class is: 4. Product: [CH3:17][O:16][CH2:15][C@@H:14]([N:6]([CH2:5][CH:4]=[O:20])[C:7](=[O:13])[O:8][C:9]([CH3:11])([CH3:12])[CH3:10])[CH:18]=[CH2:19]. Reactant: CON(C)[C:4](=[O:20])[CH2:5][N:6]([C@@H:14]([CH:18]=[CH2:19])[CH2:15][O:16][CH3:17])[C:7](=[O:13])[O:8][C:9]([CH3:12])([CH3:11])[CH3:10].[H-].C([Al+]CC(C)C)C(C)C.